From a dataset of Forward reaction prediction with 1.9M reactions from USPTO patents (1976-2016). Predict the product of the given reaction. (1) Given the reactants [F:1][C:2]1[CH:3]=[C:4](I)[CH:5]=[CH:6][CH:7]=1.[CH3:9][CH:10]1[CH2:15][CH2:14][N:13]([CH2:16][C:17]#[CH:18])[CH2:12][CH2:11]1, predict the reaction product. The product is: [F:1][C:2]1[CH:3]=[C:4]([C:18]#[C:17][CH2:16][N:13]2[CH2:14][CH2:15][CH:10]([CH3:9])[CH2:11][CH2:12]2)[CH:5]=[CH:6][CH:7]=1. (2) Given the reactants [P:1](Cl)(OCC)(OCC)=[O:2].[OH:10][C:11]1[CH:16]=[CH:15][C:14]([P:17]([O:28][CH2:29][CH3:30])([CH2:19][P:20]([O:25][CH2:26][CH3:27])([O:22][CH2:23][CH3:24])=[O:21])=[O:18])=[CH:13][C:12]=1[C:31]([CH3:44])([CH3:43])[CH2:32][C:33]([O:35][CH2:36][C:37]1[CH:42]=[CH:41][CH:40]=[CH:39][CH:38]=1)=[O:34].C(N([CH2:50][CH3:51])CC)C.CCO[C:55]([CH3:57])=O, predict the reaction product. The product is: [CH2:55]([P:1]([O:10][C:11]1[CH:16]=[CH:15][C:14]([P:17]([O:28][CH2:29][CH3:30])([CH2:19][P:20]([O:25][CH2:26][CH3:27])([O:22][CH2:23][CH3:24])=[O:21])=[O:18])=[CH:13][C:12]=1[C:31]([CH3:44])([CH3:43])[CH2:32][C:33]([O:35][CH2:36][C:37]1[CH:42]=[CH:41][CH:40]=[CH:39][CH:38]=1)=[O:34])([CH2:50][CH3:51])=[O:2])[CH3:57]. (3) Given the reactants [CH3:1][C:2]1[N:7]=[C:6]([C:8]2[CH:13]=[CH:12][CH:11]=[C:10]([C:14]3[CH:15]=[C:16]([S:20](Cl)(=[O:22])=[O:21])[CH:17]=[CH:18][CH:19]=3)[N:9]=2)[CH:5]=[C:4]([C:24]2[CH:29]=[CH:28][C:27]([C:30]([F:33])([F:32])[F:31])=[CH:26][CH:25]=2)[CH:3]=1.[CH3:34][O:35][CH2:36][CH2:37][NH2:38], predict the reaction product. The product is: [CH3:34][O:35][CH2:36][CH2:37][NH:38][S:20]([C:16]1[CH:17]=[CH:18][CH:19]=[C:14]([C:10]2[N:9]=[C:8]([C:6]3[CH:5]=[C:4]([C:24]4[CH:29]=[CH:28][C:27]([C:30]([F:31])([F:32])[F:33])=[CH:26][CH:25]=4)[CH:3]=[C:2]([CH3:1])[N:7]=3)[CH:13]=[CH:12][CH:11]=2)[CH:15]=1)(=[O:22])=[O:21]. (4) Given the reactants [F:1][C:2]([F:7])([F:6])[C:3]([OH:5])=[O:4].[F:8][C:9]([F:14])([F:13])[C:10]([OH:12])=[O:11].FC(F)(F)C(O)=O.[Cl:22][C:23]1[CH:24]=[N:25][C:26]2[NH:27][C:28]3[CH:29]=[N:30][CH:31]=[C:32]([CH:54]=3)[CH2:33][CH2:34][C:35]3[CH:43]=[C:39]([NH:40][C:41]=1[N:42]=2)[CH:38]=[CH:37][C:36]=3[NH:44][C:45](=[O:53])[CH2:46][CH:47]1[CH2:52][CH2:51][NH:50][CH2:49][CH2:48]1.[F:55][C:56]1[CH:64]=[CH:63][C:59]([C:60](Cl)=[O:61])=[CH:58][CH:57]=1, predict the reaction product. The product is: [F:1][C:2]([F:7])([F:6])[C:3]([OH:5])=[O:4].[F:8][C:9]([F:14])([F:13])[C:10]([OH:12])=[O:11].[Cl:22][C:23]1[CH:24]=[N:25][C:26]2[NH:27][C:28]3[CH:29]=[N:30][CH:31]=[C:32]([CH:54]=3)[CH2:33][CH2:34][C:35]3[CH:43]=[C:39]([NH:40][C:41]=1[N:42]=2)[CH:38]=[CH:37][C:36]=3[NH:44][C:45](=[O:53])[CH2:46][CH:47]1[CH2:52][CH2:51][N:50]([C:60](=[O:61])[C:59]2[CH:63]=[CH:64][C:56]([F:55])=[CH:57][CH:58]=2)[CH2:49][CH2:48]1. (5) Given the reactants Br[C:2]1[S:3][CH:4]=[C:5]([C:7]([NH:9][C:10]2[CH:11]=[N:12][N:13]([CH3:31])[C:14]=2[C@H:15]2[O:21][CH2:20][C@@H:19]([F:22])[C@H:18]([NH:23]C(=O)OC(C)(C)C)[CH2:17][CH2:16]2)=[O:8])[N:6]=1.[F:32][C:33]1[C:38]([F:39])=[CH:37][C:36]([F:40])=[CH:35][C:34]=1B(O)O, predict the reaction product. The product is: [NH2:23][C@H:18]1[C@H:19]([F:22])[CH2:20][O:21][C@H:15]([C:14]2[N:13]([CH3:31])[N:12]=[CH:11][C:10]=2[NH:9][C:7]([C:5]2[N:6]=[C:2]([C:34]3[CH:35]=[C:36]([F:40])[CH:37]=[C:38]([F:39])[C:33]=3[F:32])[S:3][CH:4]=2)=[O:8])[CH2:16][CH2:17]1. (6) Given the reactants [CH:1]1([CH2:4][N:5]([C:19](=[O:22])[CH2:20][CH3:21])[CH:6]2[CH2:11][CH2:10][N:9](C(OC(C)(C)C)=O)[CH2:8][CH2:7]2)[CH2:3][CH2:2]1.C(O)C, predict the reaction product. The product is: [CH:1]1([CH2:4][N:5]([CH:6]2[CH2:11][CH2:10][NH:9][CH2:8][CH2:7]2)[C:19](=[O:22])[CH2:20][CH3:21])[CH2:3][CH2:2]1. (7) Given the reactants [CH:1]([CH:4]1[CH2:9][CH2:8][C:7](=O)[CH2:6][CH2:5]1)([CH3:3])[CH3:2].[CH2:11]([NH2:18])[C:12]1[CH:17]=[CH:16][CH:15]=[CH:14][CH:13]=1.[BH4-].[Na+].[ClH:21], predict the reaction product. The product is: [ClH:21].[CH2:11]([NH:18][C@H:7]1[CH2:8][CH2:9][C@@H:4]([CH:1]([CH3:3])[CH3:2])[CH2:5][CH2:6]1)[C:12]1[CH:17]=[CH:16][CH:15]=[CH:14][CH:13]=1.